Dataset: Peptide-MHC class I binding affinity with 185,985 pairs from IEDB/IMGT. Task: Regression. Given a peptide amino acid sequence and an MHC pseudo amino acid sequence, predict their binding affinity value. This is MHC class I binding data. (1) The peptide sequence is SLYAVSPSV. The MHC is HLA-A02:01 with pseudo-sequence HLA-A02:01. The binding affinity (normalized) is 0.616. (2) The peptide sequence is AEIDRSFKP. The MHC is HLA-B58:01 with pseudo-sequence HLA-B58:01. The binding affinity (normalized) is 0.0847.